From a dataset of CYP3A4 inhibition data for predicting drug metabolism from PubChem BioAssay. Regression/Classification. Given a drug SMILES string, predict its absorption, distribution, metabolism, or excretion properties. Task type varies by dataset: regression for continuous measurements (e.g., permeability, clearance, half-life) or binary classification for categorical outcomes (e.g., BBB penetration, CYP inhibition). Dataset: cyp3a4_veith. The drug is CCC/C=C(\CCC)C(NC(=O)CCc1ccccc1)c1ccc(C(F)(F)F)cc1. The result is 1 (inhibitor).